Dataset: Catalyst prediction with 721,799 reactions and 888 catalyst types from USPTO. Task: Predict which catalyst facilitates the given reaction. (1) Reactant: [NH2:1][C:2]1[CH:9]=[C:8]([Cl:10])[CH:7]=[CH:6][C:3]=1[C:4]#[N:5].[N-:11]=[N+:12]=[N-:13].[Na+].Cl.C(N(CC)CC)C. Product: [Cl:10][C:8]1[CH:7]=[CH:6][C:3]([C:4]2[NH:13][N:12]=[N:11][N:5]=2)=[C:2]([CH:9]=1)[NH2:1]. The catalyst class is: 11. (2) Reactant: [OH:1][C:2]1[C:11]([OH:12])=[N:10][C:9]2[C:4](=[CH:5][CH:6]=[CH:7][C:8]=2[N+:13]([O-])=O)[N:3]=1. Product: [OH:1][C:2]1[C:11]([OH:12])=[N:10][C:9]2[C:4](=[CH:5][CH:6]=[CH:7][C:8]=2[NH2:13])[N:3]=1. The catalyst class is: 71. (3) Reactant: [Cl:1][C:2]1[N:10]=[C:9]2[C:5]([N:6]=[CH:7][N:8]2[CH2:11][CH2:12][O:13]C2CCCCO2)=[C:4]([N:20]2[CH2:25][CH2:24][O:23][CH2:22][CH2:21]2)[N:3]=1.C[Si](C)(C)[N-][Si](C)(C)C.[Li+].[CH3:36]N(C=O)C.[N:41]1([C:47]([CH3:52])([CH3:51])[C:48]([NH2:50])=[O:49])[CH2:46][CH2:45][NH:44][CH2:43][CH2:42]1.C(O[BH-](OC(=O)C)OC(=O)C)(=O)C.[Na+]. Product: [Cl:1][C:2]1[N:10]=[C:9]2[C:5]([N:6]=[C:7]([CH2:36][N:44]3[CH2:45][CH2:46][N:41]([C:47]([CH3:52])([CH3:51])[C:48]([NH2:50])=[O:49])[CH2:42][CH2:43]3)[N:8]2[CH2:11][CH2:12][OH:13])=[C:4]([N:20]2[CH2:21][CH2:22][O:23][CH2:24][CH2:25]2)[N:3]=1. The catalyst class is: 1. (4) Reactant: [C:1]1([C:7]2[CH:12]=[CH:11][CH:10]=[CH:9][CH:8]=2)[CH:6]=[CH:5][CH:4]=[CH:3][CH:2]=1.C[N:14]([C:16]([O:20]N1N=NC2C=CC=CC1=2)=[N+](C)C)C.F[P-](F)(F)(F)(F)F. Product: [C:1]1([C:7]2[CH:8]=[CH:9][CH:10]=[CH:11][CH:12]=2)[C:6]([C:16]([NH2:14])=[O:20])=[CH:5][CH:4]=[CH:3][CH:2]=1. The catalyst class is: 31. (5) Reactant: [CH3:1][C:2]1[CH:7]=[N:6][C:5]([CH3:8])=[CH:4][N:3]=1.[CH3:9][N:10]1[CH:14]=[CH:13][CH:12]=[C:11]1[CH:15]=O.C[C:18]([CH3:21])([O-])[CH3:19].[K+]. Product: [CH3:9][N:10]1[CH:14]=[CH:13][CH:12]=[C:11]1/[CH:15]=[CH:1]/[C:2]1[CH:7]=[N:6][C:5](/[CH:8]=[CH:1]/[C:2]2[N:3]([CH3:4])[CH:21]=[CH:18][CH:19]=2)=[CH:4][N:3]=1. The catalyst class is: 9. (6) Reactant: [SH:1][C:2]1[N:6]=[CH:5][NH:4][N:3]=1.[H-].[Na+].ClN1C(=O)CCC1=O.[CH3:17][C:18]1[N:19]=[C:20]2[CH:25]=[CH:24][CH:23]=[CH:22][N:21]2[CH:26]=1. Product: [CH3:17][C:18]1[N:19]=[C:20]2[CH:25]=[CH:24][CH:23]=[CH:22][N:21]2[C:26]=1[S:1][C:2]1[N:6]=[CH:5][NH:4][N:3]=1. The catalyst class is: 9. (7) Reactant: [Cl:1][C:2]1[C:7]([NH2:8])=[C:6]([NH:9][CH3:10])[N:5]=[CH:4][N:3]=1.[N:11]([O-])=O.[Na+]. Product: [Cl:1][C:2]1[C:7]2[N:8]=[N:11][N:9]([CH3:10])[C:6]=2[N:5]=[CH:4][N:3]=1. The catalyst class is: 86. (8) Reactant: [NH2:1][C:2]1[CH:3]=[N:4][CH:5]=[C:6]([CH:11]=1)[C:7]([O:9][CH3:10])=[O:8].N1C=CC=CC=1.Cl[C:19]([O:21][C:22]1[CH:27]=[CH:26][C:25]([N+:28]([O-:30])=[O:29])=[CH:24][CH:23]=1)=[O:20]. Product: [N+:28]([C:25]1[CH:26]=[CH:27][C:22]([O:21][C:19]([NH:1][C:2]2[CH:3]=[N:4][CH:5]=[C:6]([CH:11]=2)[C:7]([O:9][CH3:10])=[O:8])=[O:20])=[CH:23][CH:24]=1)([O-:30])=[O:29]. The catalyst class is: 4. (9) Reactant: [Cl:1][C:2]1[CH:7]=[CH:6][C:5]([S:8][C:9]2[CH:36]=[CH:35][CH:34]=[CH:33][C:10]=2[CH2:11][N:12]2[C:16]([CH3:18])([CH3:17])[C:15](=[O:19])[N:14]([C:20]3[CH:27]=[CH:26][C:23]([C:24]#[N:25])=[C:22]([C:28]([F:31])([F:30])[F:29])[CH:21]=3)[C:13]2=[O:32])=[CH:4][CH:3]=1.[O-:37]S(OOS([O-])(=O)=O)(=O)=O.[K+].[K+]. Product: [Cl:1][C:2]1[CH:7]=[CH:6][C:5]([S:8]([C:9]2[CH:36]=[CH:35][CH:34]=[CH:33][C:10]=2[CH2:11][N:12]2[C:16]([CH3:18])([CH3:17])[C:15](=[O:19])[N:14]([C:20]3[CH:27]=[CH:26][C:23]([C:24]#[N:25])=[C:22]([C:28]([F:30])([F:31])[F:29])[CH:21]=3)[C:13]2=[O:32])=[O:37])=[CH:4][CH:3]=1. The catalyst class is: 24.